From a dataset of Full USPTO retrosynthesis dataset with 1.9M reactions from patents (1976-2016). Predict the reactants needed to synthesize the given product. (1) Given the product [CH2:81]([O:88][C:89](=[O:97])[NH:90][CH2:91][CH2:92][N:93]([C:65]([C@H:48]1[NH:47][C:46](=[O:68])[C@H:45]([CH2:69][CH2:70][CH2:71][NH:72][C:73]([O:75][C:76]([CH3:79])([CH3:78])[CH3:77])=[O:74])[NH:44][C:43](=[O:80])[C@@H:42]([NH:41][C:39]([O:38][C:34]([CH3:36])([CH3:35])[CH3:37])=[O:40])[CH2:60][C:59]2[CH:61]=[C:55]([CH:56]=[CH:57][C:58]=2[OH:62])[C:54]2=[CH:63][C:50](=[C:51]([OH:64])[CH:52]=[CH:53]2)[CH2:49]1)=[O:66])[CH2:94][CH2:95][OH:96])[C:82]1[CH:83]=[CH:84][CH:85]=[CH:86][CH:87]=1, predict the reactants needed to synthesize it. The reactants are: CN(C(ON1N=NC2C=CC=NC1=2)=[N+](C)C)C.F[P-](F)(F)(F)(F)F.C(N(CC)C(C)C)(C)C.[C:34]([O:38][C:39]([NH:41][C@H:42]1[CH2:60][C:59]2[CH:61]=[C:55]([CH:56]=[CH:57][C:58]=2[OH:62])[C:54]2=[CH:63][C:50](=[C:51]([OH:64])[CH:52]=[CH:53]2)[CH2:49][C@@H:48]([C:65](O)=[O:66])[NH:47][C:46](=[O:68])[C@H:45]([CH2:69][CH2:70][CH2:71][NH:72][C:73]([O:75][C:76]([CH3:79])([CH3:78])[CH3:77])=[O:74])[NH:44][C:43]1=[O:80])=[O:40])([CH3:37])([CH3:36])[CH3:35].[CH2:81]([O:88][C:89](=[O:97])[NH:90][CH2:91][CH2:92][NH:93][CH2:94][CH2:95][OH:96])[C:82]1[CH:87]=[CH:86][CH:85]=[CH:84][CH:83]=1. (2) Given the product [C:1]([CH2:3][NH:4][C:5](=[O:35])[C@@H:6]([O:11][C@@H:12]([C:19]1[CH:24]=[CH:23][C:22]([CH:25]2[CH2:30][CH2:29][CH2:28][N+:27]([CH2:31][CH2:32][O:33][CH3:34])([O-:41])[CH2:26]2)=[CH:21][CH:20]=1)[C:13]1[CH:18]=[CH:17][CH:16]=[CH:15][CH:14]=1)[CH2:7][CH:8]([CH3:10])[CH3:9])#[N:2], predict the reactants needed to synthesize it. The reactants are: [C:1]([CH2:3][NH:4][C:5](=[O:35])[C@@H:6]([O:11][C@@H:12]([C:19]1[CH:24]=[CH:23][C:22]([CH:25]2[CH2:30][CH2:29][CH2:28][N:27]([CH2:31][CH2:32][O:33][CH3:34])[CH2:26]2)=[CH:21][CH:20]=1)[C:13]1[CH:18]=[CH:17][CH:16]=[CH:15][CH:14]=1)[CH2:7][CH:8]([CH3:10])[CH3:9])#[N:2].ClC1C=C(C=CC=1)C(OO)=[O:41].C([O-])(O)=O.[Na+]. (3) Given the product [C:28]([O:11][CH2:10][C:9]([N:8]([C:5]1[CH:4]=[CH:3][C:2]([Cl:1])=[CH:7][CH:6]=1)[C@H:13]1[C:22]2[C:17](=[CH:18][CH:19]=[CH:20][CH:21]=2)[NH:16][C@@H:15]([CH3:23])[CH2:14]1)=[O:12])(=[O:30])[CH3:29], predict the reactants needed to synthesize it. The reactants are: [Cl:1][C:2]1[CH:7]=[CH:6][C:5]([N:8]([C@H:13]2[C:22]3[C:17](=[CH:18][CH:19]=[CH:20][CH:21]=3)[NH:16][C@@H:15]([CH3:23])[CH2:14]2)[C:9](=[O:12])[CH2:10][OH:11])=[CH:4][CH:3]=1.C(Cl)CCl.[C:28](O)(=[O:30])[CH3:29]. (4) The reactants are: [CH2:1]([NH2:8])[C:2]1[CH:7]=[CH:6][CH:5]=[CH:4][CH:3]=1.[OH:9][C@H:10]([CH2:25][CH2:26][CH3:27])[C@H:11]([CH3:24])[C:12](N1C2C=CC=CC=2OC1=O)=[O:13]. Given the product [CH2:1]([NH:8][C:12](=[O:13])[C@@H:11]([CH3:24])[C@H:10]([OH:9])[CH2:25][CH2:26][CH3:27])[C:2]1[CH:7]=[CH:6][CH:5]=[CH:4][CH:3]=1, predict the reactants needed to synthesize it. (5) Given the product [O:32]=[C:21]1[CH:20]=[CH:19][C:18](=[O:33])[N:22]1[C:23]1[CH:31]=[CH:30][C:26]([C:27]([NH:1][C@@H:2]([CH:15]([CH3:17])[CH3:16])[C:3]([NH:5][C@@H:6]([CH3:14])[C:7]([O:9][C:10]([CH3:11])([CH3:13])[CH3:12])=[O:8])=[O:4])=[O:28])=[CH:25][CH:24]=1, predict the reactants needed to synthesize it. The reactants are: [NH2:1][C@@H:2]([CH:15]([CH3:17])[CH3:16])[C:3]([NH:5][C@@H:6]([CH3:14])[C:7]([O:9][C:10]([CH3:13])([CH3:12])[CH3:11])=[O:8])=[O:4].[C:18]1(=[O:33])[N:22]([C:23]2[CH:31]=[CH:30][C:26]([C:27](O)=[O:28])=[CH:25][CH:24]=2)[C:21](=[O:32])[CH:20]=[CH:19]1.CN(C(ON1N=NC2C=CC=CC1=2)=[N+](C)C)C.[B-](F)(F)(F)F.CCN(C(C)C)C(C)C. (6) Given the product [Cl:1][C:2]1[C:3]([F:29])=[C:4]([NH:9][C:10]2[C:19]3[C:14](=[CH:15][C:16]([O:23][C@H:24]4[CH2:28][CH2:27][O:26][CH2:25]4)=[C:17]([NH2:20])[CH:18]=3)[N:13]=[CH:12][N:11]=2)[CH:5]=[CH:6][C:7]=1[Cl:8], predict the reactants needed to synthesize it. The reactants are: [Cl:1][C:2]1[C:3]([F:29])=[C:4]([NH:9][C:10]2[C:19]3[C:14](=[CH:15][C:16]([O:23][C@H:24]4[CH2:28][CH2:27][O:26][CH2:25]4)=[C:17]([N+:20]([O-])=O)[CH:18]=3)[N:13]=[CH:12][N:11]=2)[CH:5]=[CH:6][C:7]=1[Cl:8]. (7) Given the product [Cl:1][C:2]1[C:3]([N:8]2[C:12]([CH2:13][C:14]3[C:19]([CH2:20][CH2:21][CH3:22])=[N:18][C:17]([O:25][CH3:24])=[CH:16][N:15]=3)=[CH:11][CH:10]=[N:9]2)=[N:4][CH:5]=[CH:6][CH:7]=1, predict the reactants needed to synthesize it. The reactants are: [Cl:1][C:2]1[C:3]([N:8]2[C:12]([CH2:13][C:14]3[C:19]([CH2:20][CH2:21][CH3:22])=[N:18][C:17](Cl)=[CH:16][N:15]=3)=[CH:11][CH:10]=[N:9]2)=[N:4][CH:5]=[CH:6][CH:7]=1.[CH3:24][OH:25]. (8) Given the product [C:1]([NH:4][C:5]1[CH:10]=[C:9]([N+:11]([O-:13])=[O:12])[CH:8]=[CH:7][C:6]=1[CH2:14][Br:15])(=[O:3])[CH3:2], predict the reactants needed to synthesize it. The reactants are: [C:1]([NH:4][C:5]1[CH:10]=[C:9]([N+:11]([O-:13])=[O:12])[CH:8]=[CH:7][C:6]=1[CH3:14])(=[O:3])[CH3:2].[Br:15]N1C(=O)CCC1=O.